This data is from Reaction yield outcomes from USPTO patents with 853,638 reactions. The task is: Predict the reaction yield, written as a fraction of the theoretical maximum amount of product (1.0 means a 100% yield; for example, 0.34 means a 34% yield). (1) The reactants are [N+:1]([C:4]1[CH:9]=[CH:8][C:7]([OH:10])=[C:6]([NH2:11])[CH:5]=1)([O-:3])=[O:2].C(=O)([O-])O.[Na+].[CH3:17][O:18][C:19](=[O:24])/[CH:20]=[CH:21]/[CH2:22]Br.C(=O)([O-])[O-].[K+].[K+]. The product is [N+:1]([C:4]1[CH:9]=[CH:8][C:7]2[O:10][CH:21]([CH2:20][C:19]([O:18][CH3:17])=[O:24])[CH2:22][NH:11][C:6]=2[CH:5]=1)([O-:3])=[O:2]. The yield is 0.910. The catalyst is CO. (2) The reactants are [Cl:1][C:2]1[CH:7]=[CH:6][C:5]([C:8]2([C:12]3[C:21]4[C:16](=[CH:17][CH:18]=[C:19]([O:22][CH2:23][CH2:24][NH2:25])[CH:20]=4)[CH2:15][CH2:14][N:13]=3)[CH2:11][CH2:10][CH2:9]2)=[CH:4][CH:3]=1.[Cl:26][C:27]1[CH:35]=[C:34]([Cl:36])[CH:33]=[CH:32][C:28]=1[C:29](Cl)=[O:30].C(N(CC)CC)C.O. The catalyst is ClCCl. The product is [Cl:26][C:27]1[CH:35]=[C:34]([Cl:36])[CH:33]=[CH:32][C:28]=1[C:29]([NH:25][CH2:24][CH2:23][O:22][C:19]1[CH:20]=[C:21]2[C:16]([CH2:15][CH2:14][N:13]=[C:12]2[C:8]2([C:5]3[CH:6]=[CH:7][C:2]([Cl:1])=[CH:3][CH:4]=3)[CH2:11][CH2:10][CH2:9]2)=[CH:17][CH:18]=1)=[O:30]. The yield is 0.840. (3) The reactants are [Cl:1][C:2]1[CH:7]=[CH:6][N:5]=[C:4]([C:8](Cl)=[O:9])[CH:3]=1.[CH3:11][NH2:12]. The catalyst is C1COCC1.CCO. The product is [Cl:1][C:2]1[CH:7]=[CH:6][N:5]=[C:4]([C:8]([NH:12][CH3:11])=[O:9])[CH:3]=1. The yield is 0.600. (4) The reactants are [F:1][C:2]1[CH:7]=[CH:6][C:5]([C:8]2[C:17]([NH:18][CH2:19][C:20]([F:23])([F:22])[F:21])=[N:16][C:15]3[C:10](=[CH:11][CH:12]=[C:13]([C:24]([O:26]C)=[O:25])[CH:14]=3)[N:9]=2)=[CH:4][CH:3]=1.[H-].[Na+].I[CH3:31].Cl. The catalyst is O1CCCC1. The product is [F:1][C:2]1[CH:3]=[CH:4][C:5]([C:8]2[C:17]([N:18]([CH3:31])[CH2:19][C:20]([F:21])([F:23])[F:22])=[N:16][C:15]3[C:10](=[CH:11][CH:12]=[C:13]([C:24]([OH:26])=[O:25])[CH:14]=3)[N:9]=2)=[CH:6][CH:7]=1. The yield is 0.200.